This data is from Forward reaction prediction with 1.9M reactions from USPTO patents (1976-2016). The task is: Predict the product of the given reaction. Given the reactants [CH3:1][S:2]([NH:5][C:6]1[CH:14]=[CH:13][CH:12]=[C:11]2[C:7]=1[CH:8]=[CH:9][N:10]2[CH2:15][C:16]([O:18][CH3:19])=[O:17])(=[O:4])=[O:3].C([O-])([O-])=O.[K+].[K+].Cl.Cl[CH2:28][CH2:29][N:30]1[CH2:35][CH2:34][O:33][CH2:32][CH2:31]1, predict the reaction product. The product is: [O:33]1[CH2:34][CH2:35][N:30]([CH2:29][CH2:28][N:5]([C:6]2[CH:14]=[CH:13][CH:12]=[C:11]3[C:7]=2[CH:8]=[CH:9][N:10]3[CH2:15][C:16]([O:18][CH3:19])=[O:17])[S:2]([CH3:1])(=[O:3])=[O:4])[CH2:31][CH2:32]1.